Dataset: Peptide-MHC class I binding affinity with 185,985 pairs from IEDB/IMGT. Task: Regression. Given a peptide amino acid sequence and an MHC pseudo amino acid sequence, predict their binding affinity value. This is MHC class I binding data. (1) The peptide sequence is ALYSPPLISI. The MHC is HLA-A02:02 with pseudo-sequence HLA-A02:02. The binding affinity (normalized) is 0.967. (2) The peptide sequence is RARIKTRLF. The MHC is HLA-B07:02 with pseudo-sequence HLA-B07:02. The binding affinity (normalized) is 0.542.